Dataset: Full USPTO retrosynthesis dataset with 1.9M reactions from patents (1976-2016). Task: Predict the reactants needed to synthesize the given product. Given the product [Cl:38][C:32]1[CH:33]=[CH:34][CH:35]=[C:36]([Cl:37])[C:31]=1[C:24]1[C:23]([CH2:22][O:1][C:2]2[CH:3]=[CH:4][C:5]([C:8]3[CH:9]=[CH:10][C:11]4[O:15][C:14]([C:16]([OH:18])=[O:17])=[CH:13][C:12]=4[CH:20]=3)=[CH:6][CH:7]=2)=[C:27]([CH:28]([CH3:30])[CH3:29])[O:26][N:25]=1, predict the reactants needed to synthesize it. The reactants are: [OH:1][C:2]1[CH:7]=[CH:6][C:5]([C:8]2[CH:9]=[CH:10][C:11]3[O:15][C:14]([C:16]([O:18]C)=[O:17])=[CH:13][C:12]=3[CH:20]=2)=[CH:4][CH:3]=1.Cl[CH2:22][C:23]1[C:24]([C:31]2[C:36]([Cl:37])=[CH:35][CH:34]=[CH:33][C:32]=2[Cl:38])=[N:25][O:26][C:27]=1[CH:28]([CH3:30])[CH3:29].C(=O)([O-])[O-].[K+].[K+].[OH-].[Na+].